From a dataset of Forward reaction prediction with 1.9M reactions from USPTO patents (1976-2016). Predict the product of the given reaction. Given the reactants Br[CH2:2][CH2:3][CH2:4][S:5](=[O:38])([C:32]1[CH:37]=[CH:36][CH:35]=[CH:34][CH:33]=1)=[N:6][C:7](=[O:31])[C:8]1[CH:13]=[C:12]([C:14]#[C:15][C:16]2[CH:21]=[CH:20][CH:19]=[C:18]([NH:22][C:23]([C:25]3[O:26][CH:27]=[CH:28][C:29]=3[CH3:30])=[O:24])[CH:17]=2)[CH:11]=[N:10][CH:9]=1.[CH3:39][NH:40][CH2:41][C@@H:42]([C@H:44]([C@H:46]([C@@H:48]([CH2:50][OH:51])[OH:49])[OH:47])[OH:45])[OH:43], predict the reaction product. The product is: [CH3:30][C:29]1[CH:28]=[CH:27][O:26][C:25]=1[C:23]([NH:22][C:18]1[CH:17]=[C:16]([C:15]#[C:14][C:12]2[CH:11]=[N:10][CH:9]=[C:8]([CH:13]=2)[C:7]([N:6]=[S:5]([CH2:4][CH2:3][CH2:2][N:40]([CH3:39])[CH2:41][C@H:42]([OH:43])[C@@H:44]([OH:45])[C@@H:46]([OH:47])[C@H:48]([OH:49])[CH2:50][OH:51])(=[O:38])[C:32]2[CH:33]=[CH:34][CH:35]=[CH:36][CH:37]=2)=[O:31])[CH:21]=[CH:20][CH:19]=1)=[O:24].